This data is from Full USPTO retrosynthesis dataset with 1.9M reactions from patents (1976-2016). The task is: Predict the reactants needed to synthesize the given product. Given the product [C:1]([C:3]1[CH:4]=[C:5]([CH:17]=[C:18]([C:22]([F:25])([F:24])[F:23])[C:19]=1[O:20][CH3:21])[C:6]([N:8]1[C:12]2[CH:13]=[CH:14][CH:15]=[CH:16][C:11]=2[S:10](=[O:34])[CH2:9]1)=[O:7])#[N:2], predict the reactants needed to synthesize it. The reactants are: [C:1]([C:3]1[CH:4]=[C:5]([CH:17]=[C:18]([C:22]([F:25])([F:24])[F:23])[C:19]=1[O:20][CH3:21])[C:6]([N:8]1[C:12]2[CH:13]=[CH:14][CH:15]=[CH:16][C:11]=2[S:10][CH2:9]1)=[O:7])#[N:2].ClC1C=CC=C(C(OO)=[O:34])C=1.